This data is from Catalyst prediction with 721,799 reactions and 888 catalyst types from USPTO. The task is: Predict which catalyst facilitates the given reaction. (1) Reactant: [O:1]1[CH:5]=[CH:4][C:3]([NH2:6])=[N:2]1.[Cl:7][C:8]1[C:13]([CH3:14])=[CH:12][C:11]([C:15]2[C:24]3[C:19](=[CH:20][C:21]([S:25](Cl)(=[O:27])=[O:26])=[CH:22][CH:23]=3)[N:18]=[CH:17][N:16]=2)=[C:10]([O:29][CH3:30])[CH:9]=1.[Li+].C[Si]([N-][Si](C)(C)C)(C)C.Cl.O1CCOCC1. Product: [Cl:7][C:8]1[C:13]([CH3:14])=[CH:12][C:11]([C:15]2[C:24]3[C:19](=[CH:20][C:21]([S:25]([NH:6][C:3]4[CH:4]=[CH:5][O:1][N:2]=4)(=[O:26])=[O:27])=[CH:22][CH:23]=3)[N:18]=[CH:17][N:16]=2)=[C:10]([O:29][CH3:30])[CH:9]=1. The catalyst class is: 1. (2) Reactant: [Cl:1][C:2]1[CH:7]=[CH:6][C:5]([C@H:8]2[C@H:13]([OH:14])[C@@H:12]([OH:15])[C@H:11]([OH:16])[C@@H:10]([CH2:17][OH:18])[O:9]2)=[CH:4][C:3]=1[CH2:19][C:20]1[CH:21]=[CH:22][C:23]2[O:28][CH2:27][CH2:26][NH:25][C:24]=2[CH:29]=1.C(=O)([O-])[O-].[K+].[K+].[CH2:36](I)[CH3:37]. Product: [Cl:1][C:2]1[CH:7]=[CH:6][C:5]([C@H:8]2[C@H:13]([OH:14])[C@@H:12]([OH:15])[C@H:11]([OH:16])[C@@H:10]([CH2:17][OH:18])[O:9]2)=[CH:4][C:3]=1[CH2:19][C:20]1[CH:21]=[CH:22][C:23]2[O:28][CH2:27][CH2:26][N:25]([CH2:36][CH3:37])[C:24]=2[CH:29]=1. The catalyst class is: 3.